This data is from Reaction yield outcomes from USPTO patents with 853,638 reactions. The task is: Predict the reaction yield, written as a fraction of the theoretical maximum amount of product (1.0 means a 100% yield; for example, 0.34 means a 34% yield). (1) The reactants are [NH2:1][C@@H:2]([C@H:14]([C:16]1[CH:21]=[CH:20][CH:19]=[CH:18][CH:17]=1)[CH3:15])[C:3]([NH:5][C:6]1[CH:11]=[CH:10][C:9](I)=[CH:8][C:7]=1[F:13])=[O:4].C(N(CC)CC)C.[CH3:29][Si:30]([C:33]#[CH:34])([CH3:32])[CH3:31]. The product is [NH2:1][C@@H:2]([C@H:14]([C:16]1[CH:21]=[CH:20][CH:19]=[CH:18][CH:17]=1)[CH3:15])[C:3]([NH:5][C:6]1[CH:11]=[CH:10][C:9]([C:34]#[C:33][Si:30]([CH3:32])([CH3:31])[CH3:29])=[CH:8][C:7]=1[F:13])=[O:4]. The yield is 0.660. The catalyst is C(OCC)C.[Cu](I)I. (2) The reactants are Cl[C:2]1[N:7]=[C:6]([N:8]2[CH2:13][CH2:12][O:11][CH2:10][CH2:9]2)[N:5]=[C:4]([N:14]2[C:18]3[CH:19]=[CH:20][CH:21]=[C:22]([O:23][CH3:24])[C:17]=3[N:16]=[C:15]2[CH:25]([F:27])[F:26])[N:3]=1.[NH2:28][CH:29]1[CH2:32][N:31]([C:33]([O:35][C:36]([CH3:39])([CH3:38])[CH3:37])=[O:34])[CH2:30]1. No catalyst specified. The product is [F:26][CH:25]([F:27])[C:15]1[N:14]([C:4]2[N:5]=[C:6]([N:8]3[CH2:13][CH2:12][O:11][CH2:10][CH2:9]3)[N:7]=[C:2]([NH:28][CH:29]3[CH2:30][N:31]([C:33]([O:35][C:36]([CH3:39])([CH3:38])[CH3:37])=[O:34])[CH2:32]3)[N:3]=2)[C:18]2[CH:19]=[CH:20][CH:21]=[C:22]([O:23][CH3:24])[C:17]=2[N:16]=1. The yield is 0.860. (3) The reactants are [CH3:1][C:2]([C:4]1[CH:9]=[CH:8][C:7]([O:10][CH3:11])=[CH:6][CH:5]=1)=[O:3].[CH3:12][O:13][C:14]1[C:23]([O:24][CH3:25])=[CH:22][CH:21]=[CH:20][C:15]=1[C:16](OC)=[O:17].[H-].[Na+]. The catalyst is CN(C=O)C. The product is [CH3:12][O:13][C:14]1[C:23]([O:24][CH3:25])=[CH:22][CH:21]=[CH:20][C:15]=1[C:16](=[O:17])[CH2:1][C:2]([C:4]1[CH:9]=[CH:8][C:7]([O:10][CH3:11])=[CH:6][CH:5]=1)=[O:3]. The yield is 0.740. (4) The catalyst is OS(O)(=O)=O.O. The product is [Cl:1][C:2]1[CH:7]=[CH:6][CH:5]=[C:4]2[C:3]=1[NH:9][N:10]=[CH:8]2. The reactants are [Cl:1][C:2]1[CH:7]=[CH:6][CH:5]=[C:4]([CH3:8])[C:3]=1[NH2:9].[N:10]([O-])=O.[Na+].C([O-])(=O)C.[Na+]. The yield is 0.410. (5) The reactants are Cl[C:2]1[CH:7]=[C:6]([Cl:8])[N:5]=[C:4]([NH2:9])[N:3]=1.C(N(CC)CC)C.[CH:17]1([CH2:23][NH2:24])[CH2:22][CH2:21][CH2:20][CH2:19][CH2:18]1. The catalyst is CO. The product is [Cl:8][C:6]1[N:5]=[C:4]([NH2:9])[N:3]=[C:2]([NH:24][CH2:23][CH:17]2[CH2:22][CH2:21][CH2:20][CH2:19][CH2:18]2)[CH:7]=1. The yield is 0.660. (6) The reactants are [Cu](C#N)C#N.[C:6]([Mg]Cl)([CH3:9])([CH3:8])[CH3:7].[Br:12][C:13]1[CH:14]=[CH:15][C:16](I)=[N:17][CH:18]=1. The catalyst is O1CCCC1. The product is [Br:12][C:13]1[CH:14]=[CH:15][C:16]([C:6]([CH3:9])([CH3:8])[CH3:7])=[N:17][CH:18]=1. The yield is 0.380. (7) The reactants are [C:1](Cl)(=[O:5])[C:2](Cl)=O.C(OC(O[NH:15][C:16]1[S:17][C:18]([C:21]([OH:23])=O)=[CH:19][N:20]=1)=O)(C)(C)C.[Cl:24][C:25]1[CH:31]=[CH:30][CH:29]=[C:28]([CH3:32])[C:26]=1[NH2:27].[C:33](OC(ONC1SC(C(Cl)=O)=CN=1)=O)(C)(C)[CH3:34].C(N(C(C)C)CC)(C)C. The catalyst is C1COCC1.CN(C)C=O.ClCCl. The product is [Cl:24][C:25]1[CH:31]=[CH:30][CH:29]=[C:28]([CH3:32])[C:26]=1[NH:27][C:21]([C:18]1[S:17][C:16]([NH:15][C:1]([CH:2]2[CH2:34][CH2:33]2)=[O:5])=[N:20][CH:19]=1)=[O:23]. The yield is 0.480.